This data is from NCI-60 drug combinations with 297,098 pairs across 59 cell lines. The task is: Regression. Given two drug SMILES strings and cell line genomic features, predict the synergy score measuring deviation from expected non-interaction effect. Drug 2: C(=O)(N)NO. Cell line: SK-MEL-5. Drug 1: C1=C(C(=O)NC(=O)N1)N(CCCl)CCCl. Synergy scores: CSS=18.5, Synergy_ZIP=-4.42, Synergy_Bliss=4.21, Synergy_Loewe=-12.2, Synergy_HSA=1.05.